From a dataset of Full USPTO retrosynthesis dataset with 1.9M reactions from patents (1976-2016). Predict the reactants needed to synthesize the given product. (1) The reactants are: [CH3:1][C:2](C)([O-])C.[K+].C([Si](C1C=CC=CC=1)(C1C=CC=CC=1)[O:12][C:13]1[CH:22]=[CH:21][C:20]2[NH:19][C:18](=[O:23])[C:17]3=[C:24]([CH3:33])[N:25]([CH:27]4[CH2:32][CH2:31][CH2:30][CH2:29][O:28]4)[N:26]=[C:16]3[C:15]=2[CH:14]=1)(C)(C)C.BrCC.C(=O)([O-])[O-].[K+].[K+]. Given the product [CH2:1]([O:12][C:13]1[CH:22]=[CH:21][C:20]2[NH:19][C:18](=[O:23])[C:17]3=[C:24]([CH3:33])[N:25]([CH:27]4[CH2:32][CH2:31][CH2:30][CH2:29][O:28]4)[N:26]=[C:16]3[C:15]=2[CH:14]=1)[CH3:2], predict the reactants needed to synthesize it. (2) Given the product [CH:14]1([CH:2]([NH:20][C:21]2[CH:22]=[CH:23][C:24]([C:27]([NH:29][CH2:30][CH2:31][C:32]([OH:34])=[O:33])=[O:28])=[CH:25][CH:26]=2)[C:3]2[O:4][C:5]3[C:11]([O:12][CH3:13])=[CH:10][CH:9]=[CH:8][C:6]=3[CH:7]=2)[CH2:19][CH2:18][CH2:17][CH2:16][CH2:15]1, predict the reactants needed to synthesize it. The reactants are: Cl[CH:2]([CH:14]1[CH2:19][CH2:18][CH2:17][CH2:16][CH2:15]1)[C:3]1[O:4][C:5]2[C:11]([O:12][CH3:13])=[CH:10][CH:9]=[CH:8][C:6]=2[CH:7]=1.[NH2:20][C:21]1[CH:26]=[CH:25][C:24]([C:27]([NH:29][CH2:30][CH2:31][C:32]([O:34]CC)=[O:33])=[O:28])=[CH:23][CH:22]=1. (3) Given the product [C:21]([N:3]1[CH2:2][CH2:1][C:14]2[C:13]3[CH:12]=[CH:11][CH:10]=[CH:9][C:8]=3[NH:7][C:6]=2[C:5]([C:15]([O:17][CH2:18][CH2:19][CH3:20])=[O:16])=[CH:4]1)(=[O:28])[C:22]1[CH:27]=[CH:26][CH:25]=[CH:24][CH:23]=1, predict the reactants needed to synthesize it. The reactants are: [CH2:1]1[C:14]2[C:13]3[CH:12]=[CH:11][CH:10]=[CH:9][C:8]=3[NH:7][C:6]=2[C:5]([C:15]([O:17][CH2:18][CH2:19][CH3:20])=[O:16])=[CH:4][NH:3][CH2:2]1.[C:21](Cl)(=[O:28])[C:22]1[CH:27]=[CH:26][CH:25]=[CH:24][CH:23]=1. (4) Given the product [ClH:29].[ClH:29].[F:1][C:2]1[CH:10]=[C:9]2[C:5]([CH2:6][CH2:7][CH:8]2[NH:11][C:12]2[C:17]([NH2:18])=[CH:16][CH:15]=[C:14]([NH:21][C:22]3[NH:23][N:24]=[C:25]([CH3:27])[CH:26]=3)[N:13]=2)=[CH:4][CH:3]=1, predict the reactants needed to synthesize it. The reactants are: [F:1][C:2]1[CH:10]=[C:9]2[C:5]([CH2:6][CH2:7][CH:8]2[NH:11][C:12]2[C:17]([N+:18]([O-])=O)=[CH:16][CH:15]=[C:14]([NH:21][C:22]3[NH:23][N:24]=[C:25]([CH3:27])[CH:26]=3)[N:13]=2)=[CH:4][CH:3]=1.[In].[ClH:29]. (5) Given the product [F:28][C:15]1[C:16]([C:18]2[N:22]([CH3:23])[C:21]3[CH:24]=[CH:25][CH:26]=[CH:27][C:20]=3[N:19]=2)=[CH:17][C:12]([N:9]2[CH2:10][CH2:11][N:6]([S:3]([CH2:1][CH2:2][O:29][CH3:34])(=[O:5])=[O:4])[CH2:7][CH2:8]2)=[N:13][CH:14]=1, predict the reactants needed to synthesize it. The reactants are: [CH:1]([S:3]([N:6]1[CH2:11][CH2:10][N:9]([C:12]2[CH:17]=[C:16]([C:18]3[N:22]([CH3:23])[C:21]4[CH:24]=[CH:25][CH:26]=[CH:27][C:20]=4[N:19]=3)[C:15]([F:28])=[CH:14][N:13]=2)[CH2:8][CH2:7]1)(=[O:5])=[O:4])=[CH2:2].[OH-:29].[Na+].C(Cl)Cl.[CH3:34]O. (6) The reactants are: [OH:1][CH2:2][C@@H:3]([CH2:7][CH2:8][CH2:9][CH2:10][CH:11]=[CH2:12])[C:4]([OH:6])=O.Cl.[CH2:14]([O:21][NH2:22])[C:15]1[CH:20]=[CH:19][CH:18]=[CH:17][CH:16]=1.Cl.CN(C)CCCN=C=NCC. Given the product [OH:1][CH2:2][C@@H:3]([CH2:7][CH2:8][CH2:9][CH2:10][CH:11]=[CH2:12])[C:4]([NH:22][O:21][CH2:14][C:15]1[CH:20]=[CH:19][CH:18]=[CH:17][CH:16]=1)=[O:6], predict the reactants needed to synthesize it. (7) Given the product [OH:32][CH2:31][C:28]1([NH:27][C:24]([C:7]2[N:8]([CH2:12][C:13]3[CH:18]=[CH:17][CH:16]=[C:15]([O:19][C:20]([F:23])([F:21])[F:22])[CH:14]=3)[C:9]3[C:5]([CH:6]=2)=[CH:4][C:3]([C:1]#[N:2])=[CH:11][CH:10]=3)=[O:25])[CH2:30][CH2:29]1, predict the reactants needed to synthesize it. The reactants are: [C:1]([C:3]1[CH:4]=[C:5]2[C:9](=[CH:10][CH:11]=1)[N:8]([CH2:12][C:13]1[CH:18]=[CH:17][CH:16]=[C:15]([O:19][C:20]([F:23])([F:22])[F:21])[CH:14]=1)[C:7]([C:24](O)=[O:25])=[CH:6]2)#[N:2].[NH2:27][C:28]1([CH2:31][OH:32])[CH2:30][CH2:29]1. (8) The reactants are: [S:1]1[C:8]2[CH:7]=[C:6]([C:9]([O:11][CH3:12])=[O:10])[NH:5][C:4]=2[CH:3]=[CH:2]1.[H-].[Na+].[CH3:15][Si:16]([CH2:19][CH2:20][O:21][CH2:22]Cl)([CH3:18])[CH3:17]. Given the product [CH3:15][Si:16]([CH3:18])([CH3:17])[CH2:19][CH2:20][O:21][CH2:22][N:5]1[C:6]([C:9]([O:11][CH3:12])=[O:10])=[CH:7][C:8]2[S:1][CH:2]=[CH:3][C:4]1=2, predict the reactants needed to synthesize it.